From a dataset of Reaction yield outcomes from USPTO patents with 853,638 reactions. Predict the reaction yield, written as a fraction of the theoretical maximum amount of product (1.0 means a 100% yield; for example, 0.34 means a 34% yield). (1) The reactants are Br[C:2]1[S:24][C:5]2[N:6]([CH3:23])[N:7]=[C:8]([C:12]([NH:14][CH2:15][C:16]3[CH:21]=[CH:20][C:19]([Cl:22])=[CH:18][CH:17]=3)=[O:13])[S:9](=[O:11])(=[O:10])[C:4]=2[CH:3]=1.CN([CH:28]=[O:29])C.[CH2:30](N(CC)CC)[CH3:31]. No catalyst specified. The product is [Cl:22][C:19]1[CH:20]=[CH:21][C:16]([CH2:15][NH:14][C:12]([C:8]2[S:9](=[O:11])(=[O:10])[C:4]3[CH:3]=[C:2]([C:30]#[C:31][CH2:28][OH:29])[S:24][C:5]=3[N:6]([CH3:23])[N:7]=2)=[O:13])=[CH:17][CH:18]=1. The yield is 0.250. (2) The reactants are [C:1]([O:5][C:6]([N:8]1[CH2:15][C@H:14]([OH:16])[CH2:13][C@H:9]1[C:10]([OH:12])=[O:11])=[O:7])([CH3:4])([CH3:3])[CH3:2].[CH2:17]1OCCOCCOCCOCCOCCOC1.[H-].[Na+].[Br:37][C:38]1[CH:39]=[C:40]([C:44]2[CH:49]=[CH:48][CH:47]=[C:46]([CH2:50]Br)[CH:45]=2)[CH:41]=[CH:42][CH:43]=1.[Si](C=[N+]=[N-])(C)(C)C. The catalyst is CN(C=O)C. The product is [Br:37][C:38]1[CH:39]=[C:40]([C:44]2[CH:49]=[CH:48][CH:47]=[C:46]([CH2:50][O:16][C@H:14]3[CH2:15][N:8]([C:6]([O:5][C:1]([CH3:4])([CH3:2])[CH3:3])=[O:7])[C@H:9]([C:10]([O:12][CH3:17])=[O:11])[CH2:13]3)[CH:45]=2)[CH:41]=[CH:42][CH:43]=1. The yield is 0.780. (3) The reactants are [F:1][C:2]([F:12])([F:11])[O:3][C:4]1[CH:5]=[C:6]([CH:8]=[CH:9][CH:10]=1)[NH2:7].[F:13][C:14]([F:19])([F:18])[CH:15]1[O:17][CH2:16]1. No catalyst specified. The product is [F:1][C:2]([F:11])([F:12])[O:3][C:4]1[CH:5]=[C:6]([NH:7][CH2:16][CH:15]([OH:17])[C:14]([F:19])([F:18])[F:13])[CH:8]=[CH:9][CH:10]=1. The yield is 0.880. (4) The reactants are [CH3:1][O:2][C:3]1[CH:8]=[CH:7][C:6]([C:9]2[CH:14]=[CH:13][C:12]([C:15]([NH:17][C@H:18]([C:23]([O:25][CH3:26])=[O:24])[CH2:19][CH2:20][CH2:21][CH3:22])=[O:16])=[C:11]([N+:27]([O-])=O)[CH:10]=2)=[CH:5][CH:4]=1. The catalyst is [Pd].C(O)C. The product is [NH2:27][C:11]1[CH:10]=[C:9]([C:6]2[CH:5]=[CH:4][C:3]([O:2][CH3:1])=[CH:8][CH:7]=2)[CH:14]=[CH:13][C:12]=1[C:15]([NH:17][C@H:18]([C:23]([O:25][CH3:26])=[O:24])[CH2:19][CH2:20][CH2:21][CH3:22])=[O:16]. The yield is 0.840. (5) The reactants are [Cl:1][C:2]1[CH:7]=[CH:6][C:5]([OH:8])=[C:4]([I:9])[CH:3]=1.[CH3:10][N:11]1[CH2:16][CH2:15][CH:14]([CH2:17]O)[CH2:13][CH2:12]1.C1(P(C2C=CC=CC=2)C2C=CC=CC=2)C=CC=CC=1.C(OC(N=NC(OC(C)C)=O)=O)(C)C. The catalyst is C1COCC1. The product is [Cl:1][C:2]1[CH:7]=[CH:6][C:5]([O:8][CH2:17][CH:14]2[CH2:15][CH2:16][N:11]([CH3:10])[CH2:12][CH2:13]2)=[C:4]([I:9])[CH:3]=1. The yield is 0.750. (6) The reactants are C(OC(=O)[NH:7][C:8]1[S:9][CH:10]=[C:11]([C:13](=[O:18])[N:14]([O:16][CH3:17])[CH3:15])[N:12]=1)(C)(C)C.FC(F)(F)C(O)=O. The catalyst is ClCCl. The product is [CH3:17][O:16][N:14]([CH3:15])[C:13]([C:11]1[N:12]=[C:8]([NH2:7])[S:9][CH:10]=1)=[O:18]. The yield is 0.900. (7) The product is [C:14]([N:4]1[CH:3]=[C:2]([I:1])[CH:6]=[N:5]1)(=[O:21])[C:15]1[CH:20]=[CH:19][CH:18]=[CH:17][CH:16]=1. The yield is 0.870. The catalyst is C1(C)C=CC=CC=1. The reactants are [I:1][C:2]1[CH:3]=[N:4][NH:5][CH:6]=1.C(N(CC)CC)C.[C:14](Cl)(=[O:21])[C:15]1[CH:20]=[CH:19][CH:18]=[CH:17][CH:16]=1.